This data is from Drug-target binding data from BindingDB using IC50 measurements. The task is: Regression. Given a target protein amino acid sequence and a drug SMILES string, predict the binding affinity score between them. We predict pIC50 (pIC50 = -log10(IC50 in M); higher means more potent). Dataset: bindingdb_ic50. (1) The pIC50 is 6.1. The target protein (Q62986) has sequence MEIKNSPSSLSSPASYNCSQSILPLEHGPIYIPSSYVDNRHEYSAMTFYSPAVMNYSVPGSTSNLDGGPVRLSTSPNVLWPTSGHLSPLATHCQSSLLYAEPQKSPWCEARSLEHTLPVNRETLKRKLSGSSCASPVTSPNAKRDAHFCPVCSDYASGYHYGVWSCEGCKAFFKRSIQGHNDYICPATNQCTIDKNRRKSCQACRLRKCYEVGMVKCGSRRERCGYRIVRRQRSSSEQVHCLSKAKRNGGHAPRVKELLLSTLSPEQLVLTLLEAEPPNVLVSRPSMPFTEASMMMSLTKLADKELVHMIGWAKKIPGFVELSLLDQVRLLESCWMEVLMVGLMWRSIDHPGKLIFAPDLVLDRDEGKCVEGILEIFDMLLATTSRFRELKLQHKEYLCVKAMILLNSSMYPLASANQEAESSRKLTHLLNAVTDALVWVIAKSGISSQQQSVRLANLLMLLSHVRHISNKGMEHLLSMKCKNVVPVYDLLLEMLNAHTL.... The drug is CN(C)CCOc1ccc(C2=C(c3cccs3)CCOc3ccccc32)cc1. (2) The compound is CN(C)C=C1C(=O)Nc2ccccc21. The target protein sequence is MDYNMDYAPHEVISQQGERFVDKYVDRKILKNKKSLLVIISLSVLSVVGFVLFYFTPNSRKSDLFKNSSVENNNDDYIINSLLKSPNGKKFIVSKIDEALSFYDSKKNDINKYNEGNNNNNADFKGLSLFKENTPSNNFIHNKDYFINFFDNKFLMNNAEHINQFYMFIKTNNKQYNSPNEMKERFQVFLQNAHKVNMHNNNKNSLYKKELNRFADLTYHEFKNKYLSLRSSKPLKNSKYLLDQMNYEEVIKKYRGEENFDHAAYDWRLHSGVTPVKDQKNCGSCWAFSSIGSVESQYAIRKNKLITLSEQELVDCSFKNYGCNGGLINNAFEDMIELGGICPDGDYPYVSDAPNLCNIDRCTEKYGIKNYLSVPDNKLKEALRFLGPISISVAVSDDFAFYKEGIFDGECGDELNHAVMLVGFGMKEIVNPLTKKGEKHYYYIIKNSWGQQWGERGFINIETDESGLMRKCGLGTDAFIPLIE. The pIC50 is 4.3.